Dataset: Forward reaction prediction with 1.9M reactions from USPTO patents (1976-2016). Task: Predict the product of the given reaction. (1) Given the reactants C[O:2][C:3]([C:5]1[C:6]2[CH2:7][C:8]([CH3:29])([CH3:28])[CH:9]([C:16]3[CH:21]=[CH:20][CH:19]=[C:18]([N:22]4[CH2:27][CH2:26][O:25][CH2:24][CH2:23]4)[CH:17]=3)[NH:10][C:11]=2[CH:12]=[CH:13][C:14]=1[F:15])=[O:4].[OH-].[Na+].Cl, predict the reaction product. The product is: [F:15][C:14]1[CH:13]=[CH:12][C:11]2[NH:10][CH:9]([C:16]3[CH:21]=[CH:20][CH:19]=[C:18]([N:22]4[CH2:23][CH2:24][O:25][CH2:26][CH2:27]4)[CH:17]=3)[C:8]([CH3:29])([CH3:28])[CH2:7][C:6]=2[C:5]=1[C:3]([OH:4])=[O:2]. (2) Given the reactants [F:1][C:2]1[CH:3]=[C:4]([CH2:10][CH2:11][C:12]([NH:14][CH2:15][CH2:16][CH2:17][C:18]2[N:19]([CH2:24][CH3:25])[N:20]=[C:21]([CH3:23])[CH:22]=2)=O)[CH:5]=[C:6]([F:9])[C:7]=1[CH3:8].P(Cl)(Cl)(Cl)=O.[BH4-].[Na+], predict the reaction product. The product is: [F:1][C:2]1[CH:3]=[C:4]([CH2:10][CH2:11][CH:12]2[NH:14][CH2:15][CH2:16][CH2:17][C:18]3[N:19]([CH2:24][CH3:25])[N:20]=[C:21]([CH3:23])[C:22]2=3)[CH:5]=[C:6]([F:9])[C:7]=1[CH3:8]. (3) Given the reactants [NH2:1][C@H:2]1[CH2:7][CH2:6][CH2:5][N:4]([CH2:8][C:9]2[C:30]([C:31]([F:34])([F:33])[F:32])=[CH:29][C:12]([C:13]([NH:15][CH2:16][C:17]3[CH:22]=[C:21]([Cl:23])[CH:20]=[CH:19][C:18]=3[S:24]([CH2:27][CH3:28])(=[O:26])=[O:25])=[O:14])=[CH:11][C:10]=2[Cl:35])[CH2:3]1.Br[CH2:37][CH2:38][NH:39][C:40](=[O:46])[O:41][C:42]([CH3:45])([CH3:44])[CH3:43], predict the reaction product. The product is: [Cl:35][C:10]1[CH:11]=[C:12]([C:13](=[O:14])[NH:15][CH2:16][C:17]2[CH:22]=[C:21]([Cl:23])[CH:20]=[CH:19][C:18]=2[S:24]([CH2:27][CH3:28])(=[O:26])=[O:25])[CH:29]=[C:30]([C:31]([F:34])([F:33])[F:32])[C:9]=1[CH2:8][N:4]1[CH2:5][CH2:6][CH2:7][C@H:2]([NH:1][CH2:37][CH2:38][NH:39][C:40](=[O:46])[O:41][C:42]([CH3:45])([CH3:44])[CH3:43])[CH2:3]1. (4) Given the reactants [Cl:1][C:2]1[N:7]=[C:6](Cl)[CH:5]=[CH:4][N:3]=1.[NH:9]1[CH2:14][CH2:13][CH2:12][C@@H:11]([C:15]([OH:17])=[O:16])[CH2:10]1, predict the reaction product. The product is: [Cl:1][C:2]1[N:7]=[C:6]([N:9]2[CH2:14][CH2:13][CH2:12][C@@H:11]([C:15]([OH:17])=[O:16])[CH2:10]2)[CH:5]=[CH:4][N:3]=1.